This data is from Catalyst prediction with 721,799 reactions and 888 catalyst types from USPTO. The task is: Predict which catalyst facilitates the given reaction. Reactant: [F:1][C:2]1[CH:7]=[CH:6][CH:5]=[C:4]([F:8])[C:3]=1[N:9]1[C:14]2[N:15]=[C:16](S(C)=O)[N:17]=[C:18]([C:19]3[CH:20]=[C:21]([CH:28]=[CH:29][C:30]=3[CH3:31])[C:22]([NH:24][CH:25]([CH3:27])[CH3:26])=[O:23])[C:13]=2[CH2:12][NH:11][C:10]1=[O:35].C(Cl)(Cl)Cl.[CH3:40][CH:41]1[CH2:46][CH2:45][N:44]([CH:47]2[CH2:52][CH2:51][NH:50][CH2:49][CH2:48]2)[CH2:43][CH2:42]1.C(N(CC)C(C)C)(C)C. Product: [F:1][C:2]1[CH:7]=[CH:6][CH:5]=[C:4]([F:8])[C:3]=1[N:9]1[C:14]2[N:15]=[C:16]([N:50]3[CH2:51][CH2:52][CH:47]([N:44]4[CH2:45][CH2:46][CH:41]([CH3:40])[CH2:42][CH2:43]4)[CH2:48][CH2:49]3)[N:17]=[C:18]([C:19]3[CH:20]=[C:21]([CH:28]=[CH:29][C:30]=3[CH3:31])[C:22]([NH:24][CH:25]([CH3:27])[CH3:26])=[O:23])[C:13]=2[CH2:12][NH:11][C:10]1=[O:35]. The catalyst class is: 1.